Dataset: Full USPTO retrosynthesis dataset with 1.9M reactions from patents (1976-2016). Task: Predict the reactants needed to synthesize the given product. (1) Given the product [NH2:1][C:2]1[CH:7]=[CH:6][C:5]([Br:8])=[CH:4][C:3]=1[CH:9]([C:11]1[CH:12]=[CH:13][CH:14]=[CH:15][CH:16]=1)[OH:10], predict the reactants needed to synthesize it. The reactants are: [NH2:1][C:2]1[CH:7]=[CH:6][C:5]([Br:8])=[CH:4][C:3]=1[C:9]([C:11]1[CH:16]=[CH:15][CH:14]=[CH:13][CH:12]=1)=[O:10].[BH4-].[Na+].O. (2) The reactants are: [CH3:1][O:2][C:3]1[CH:8]=[CH:7][C:6]([C:9]2[CH:14]=[CH:13][C:12](C(O)=O)=[CH:11][CH:10]=2)=[CH:5][CH:4]=1.C([N:20]([CH2:23]C)CC)C.C1(P(N=[N+]=[N-])(C2C=CC=CC=2)=[O:32])C=CC=CC=1.[C:42]([OH:46])([CH3:45])([CH3:44])[CH3:43]. Given the product [CH3:1][O:2][C:3]1[CH:4]=[CH:5][C:6]([C:9]2[CH:10]=[CH:11][C:12]([NH:20][C:23]([O:46][C:42]([CH3:45])([CH3:44])[CH3:43])=[O:32])=[CH:13][CH:14]=2)=[CH:7][CH:8]=1, predict the reactants needed to synthesize it.